Dataset: Experimentally validated miRNA-target interactions with 360,000+ pairs, plus equal number of negative samples. Task: Binary Classification. Given a miRNA mature sequence and a target amino acid sequence, predict their likelihood of interaction. (1) The miRNA is hsa-miR-6769b-5p with sequence UGGUGGGUGGGGAGGAGAAGUGC. The protein sequence of the target gene is MGRLNEQRLFQPDLCDVDLVLVPQRSVFPAHKGVLAAYSQFFHSLFTQNKQLQRVELSLEALAPGGLQQILNFIYTSKLLVNAANVHEVLSAASLLQMADIAASCQELLDARSLGPPGPGTVALAQPAASCTPAAPPYYCDIKQEADTPGLPKIYAREGPDPYSVRVEDGAGTAGGTVPATIGPAQPFFKEEKEGGVEEAGGPPASLCKLEGGEELEEELGGSGTYSRREQSQIIVEVNLNNQTLHVSTGPEGKPGAGPSPATVVLGREDGLQRHSDEEEEDDEEEEEEEEEEEGGGSGR.... Result: 1 (interaction). (2) The miRNA is hsa-miR-615-3p with sequence UCCGAGCCUGGGUCUCCCUCUU. The protein sequence of the target gene is MPKGKKAKGKKVAPAPAVVKKQEAKKVVNPLFEKRPKNFGIGQDIQPKRDLTRFVKWPRYIRLQRQRAILYKRLKVPPAINQFTQALDRQTATQLLKLAHKYRPETKQEKKQRLLARAEKKAAGKGDVPTKRPPVLRAGVNTVTTLVENKKAQLVVIAHDVDPIELVVFLPALCRKMGVPYCIIKGKARLGRLVHRKTCTTVAFTQVNSEDKGALAKLVEAIRTNYNDRYDEIRRHWGGNVLGPKSVARIAKLEKAKAKELATKLG. Result: 1 (interaction).